From a dataset of Reaction yield outcomes from USPTO patents with 853,638 reactions. Predict the reaction yield, written as a fraction of the theoretical maximum amount of product (1.0 means a 100% yield; for example, 0.34 means a 34% yield). (1) The reactants are C1(N[C:8]2[C:9]3[S:33][CH2:32][CH2:31][C:10]=3[N:11]=[C:12]([N:14]3[CH2:19][CH2:18][N:17](C4C=CC(C(OCC)=O)=CC=4)[CH2:16][CH2:15]3)[N:13]=2)CCCCC1.[C:34]1([N:40]=C=O)C=CC=[CH:36][CH:35]=1. The catalyst is O1CCCC1. The product is [N:14]1([C:12]2[N:13]=[C:8]([CH2:36][CH2:35][CH2:34][NH2:40])[C:9]3[S:33][CH2:32][CH2:31][C:10]=3[N:11]=2)[CH2:15][CH2:16][NH:17][CH2:18][CH2:19]1. The yield is 0.530. (2) The product is [Cl:31][C:18]1[CH:17]=[C:16]([CH:21]=[CH:20][C:19]=1[O:22][CH2:23][C:24]1[CH:29]=[CH:28][CH:27]=[C:26]([F:30])[CH:25]=1)[NH:15][C:9]1[C:8]2[C:13](=[CH:14][C:5]([O:4][CH2:3][CH2:2][N:42]([CH2:41][CH2:40][O:39][CH3:38])[CH3:43])=[CH:6][C:7]=2[O:32][CH:33]2[CH2:37][CH2:36][O:35][CH2:34]2)[N:12]=[CH:11][N:10]=1. The yield is 0.250. No catalyst specified. The reactants are Cl[CH2:2][CH2:3][O:4][C:5]1[CH:14]=[C:13]2[C:8]([C:9]([NH:15][C:16]3[CH:21]=[CH:20][C:19]([O:22][CH2:23][C:24]4[CH:29]=[CH:28][CH:27]=[C:26]([F:30])[CH:25]=4)=[C:18]([Cl:31])[CH:17]=3)=[N:10][CH:11]=[N:12]2)=[C:7]([O:32][CH:33]2[CH2:37][CH2:36][O:35][CH2:34]2)[CH:6]=1.[CH3:38][O:39][CH2:40][CH2:41][NH:42][CH3:43]. (3) The reactants are [ClH:1].[NH2:2][C:3]1[NH:4][CH:5]=[C:6]([CH2:8][CH2:9][CH2:10][NH:11][C:12]([C:14]2[NH:15][CH:16]=[CH:17][CH:18]=2)=[O:13])[N:7]=1.[ClH:19].Cl.NCCCC1N=C(N)NC=1. No catalyst specified. The product is [ClH:1].[NH2:2][C:3]1[NH:4][CH:5]=[C:6]([CH2:8][CH2:9][CH2:10][NH:11][C:12]([C:14]2[NH:15][C:16]([Cl:19])=[C:17]([Cl:1])[CH:18]=2)=[O:13])[N:7]=1. The yield is 0.650.